Dataset: Reaction yield outcomes from USPTO patents with 853,638 reactions. Task: Predict the reaction yield, written as a fraction of the theoretical maximum amount of product (1.0 means a 100% yield; for example, 0.34 means a 34% yield). (1) The reactants are CC(C)=O.[F:5][C:6]1[CH:11]=[CH:10][CH:9]=[C:8]([F:12])[C:7]=1[N:13]1[C:18]2[N:19]=[C:20]([NH:38][CH2:39][C:40]3[NH:41][CH:42]=[CH:43][N:44]=3)[N:21]=[C:22]([C:23]3[CH:24]=[C:25]([CH:34]=[CH:35][C:36]=3[CH3:37])[C:26]([NH:28][C:29]3[S:30][CH:31]=[CH:32][N:33]=3)=[O:27])[C:17]=2[CH:16]=[CH:15][C:14]1=[O:45].[ClH:46]. The catalyst is O1CCOCC1. The product is [ClH:46].[F:5][C:6]1[CH:11]=[CH:10][CH:9]=[C:8]([F:12])[C:7]=1[N:13]1[C:18]2[N:19]=[C:20]([NH:38][CH2:39][C:40]3[NH:44][CH:43]=[CH:42][N:41]=3)[N:21]=[C:22]([C:23]3[CH:24]=[C:25]([CH:34]=[CH:35][C:36]=3[CH3:37])[C:26]([NH:28][C:29]3[S:30][CH:31]=[CH:32][N:33]=3)=[O:27])[C:17]=2[CH:16]=[CH:15][C:14]1=[O:45]. The yield is 0.581. (2) The reactants are Br[C:2]1[CH:3]=[C:4]2[C:9](=[CH:10][CH:11]=1)[N:8]=[CH:7][C:6]([C:12]([CH:14]1[CH2:16][CH2:15]1)=[O:13])=[C:5]2[N:17]1[CH2:22][CH2:21][CH:20]([CH2:23][N:24]([CH3:26])[CH3:25])[CH2:19][CH2:18]1.[Cl:27][C:28]1[CH:29]=[C:30](B(O)O)[CH:31]=[CH:32][C:33]=1[OH:34]. No catalyst specified. The product is [Cl:27][C:28]1[CH:29]=[C:30]([C:2]2[CH:3]=[C:4]3[C:9](=[CH:10][CH:11]=2)[N:8]=[CH:7][C:6]([C:12]([CH:14]2[CH2:16][CH2:15]2)=[O:13])=[C:5]3[N:17]2[CH2:18][CH2:19][CH:20]([CH2:23][N:24]([CH3:26])[CH3:25])[CH2:21][CH2:22]2)[CH:31]=[CH:32][C:33]=1[OH:34]. The yield is 0.590.